Dataset: Reaction yield outcomes from USPTO patents with 853,638 reactions. Task: Predict the reaction yield, written as a fraction of the theoretical maximum amount of product (1.0 means a 100% yield; for example, 0.34 means a 34% yield). The reactants are [NH2:1][C:2]1[CH:3]=[C:4]([OH:8])[CH:5]=[CH:6][CH:7]=1.[C:9](O[C:9]([O:11][C:12]([CH3:15])([CH3:14])[CH3:13])=[O:10])([O:11][C:12]([CH3:15])([CH3:14])[CH3:13])=[O:10]. The catalyst is O1CCCC1. The product is [OH:8][C:4]1[CH:3]=[C:2]([NH:1][C:9](=[O:10])[O:11][C:12]([CH3:15])([CH3:14])[CH3:13])[CH:7]=[CH:6][CH:5]=1. The yield is 0.730.